This data is from NCI-60 drug combinations with 297,098 pairs across 59 cell lines. The task is: Regression. Given two drug SMILES strings and cell line genomic features, predict the synergy score measuring deviation from expected non-interaction effect. (1) Drug 2: C1CCC(C1)C(CC#N)N2C=C(C=N2)C3=C4C=CNC4=NC=N3. Cell line: BT-549. Synergy scores: CSS=-3.72, Synergy_ZIP=1.20, Synergy_Bliss=0.735, Synergy_Loewe=-2.19, Synergy_HSA=-2.05. Drug 1: C1CCN(CC1)CCOC2=CC=C(C=C2)C(=O)C3=C(SC4=C3C=CC(=C4)O)C5=CC=C(C=C5)O. (2) Drug 1: CC1=C(N=C(N=C1N)C(CC(=O)N)NCC(C(=O)N)N)C(=O)NC(C(C2=CN=CN2)OC3C(C(C(C(O3)CO)O)O)OC4C(C(C(C(O4)CO)O)OC(=O)N)O)C(=O)NC(C)C(C(C)C(=O)NC(C(C)O)C(=O)NCCC5=NC(=CS5)C6=NC(=CS6)C(=O)NCCC[S+](C)C)O. Drug 2: C#CCC(CC1=CN=C2C(=N1)C(=NC(=N2)N)N)C3=CC=C(C=C3)C(=O)NC(CCC(=O)O)C(=O)O. Cell line: SW-620. Synergy scores: CSS=12.4, Synergy_ZIP=-2.57, Synergy_Bliss=1.48, Synergy_Loewe=2.06, Synergy_HSA=2.41.